Dataset: Full USPTO retrosynthesis dataset with 1.9M reactions from patents (1976-2016). Task: Predict the reactants needed to synthesize the given product. (1) Given the product [Cl:1][C:2]1[N:3]=[C:4]([NH:13][C:14]2[CH:23]=[CH:22][CH:21]=[CH:20][C:15]=2[C:16]([NH:18][CH3:19])=[O:17])[C:5]([C:8]([F:11])([F:10])[F:9])=[CH:6][N:7]=1, predict the reactants needed to synthesize it. The reactants are: [Cl:1][C:2]1[N:7]=[CH:6][C:5]([C:8]([F:11])([F:10])[F:9])=[C:4](Cl)[N:3]=1.[NH2:13][C:14]1[CH:23]=[CH:22][CH:21]=[CH:20][C:15]=1[C:16]([NH:18][CH3:19])=[O:17].C(N(CC)C(C)C)(C)C. (2) Given the product [CH2:9]([O:16][C:17]1[C:26]2[C:21](=[CH:22][C:23]([O:8][CH:6]3[CH2:7][CH:4]([NH2:3])[CH2:5]3)=[C:24]([Cl:27])[CH:25]=2)[CH:20]=[CH:19][N:18]=1)[C:10]1[CH:11]=[CH:12][CH:13]=[CH:14][CH:15]=1, predict the reactants needed to synthesize it. The reactants are: [H-].[Na+].[NH2:3][CH:4]1[CH2:7][CH:6]([OH:8])[CH2:5]1.[CH2:9]([O:16][C:17]1[C:26]2[C:21](=[CH:22][C:23](F)=[C:24]([Cl:27])[CH:25]=2)[CH:20]=[CH:19][N:18]=1)[C:10]1[CH:15]=[CH:14][CH:13]=[CH:12][CH:11]=1. (3) Given the product [CH3:1][O:2][C:3]1[CH:8]=[C:7]([O:9][CH3:10])[N:6]=[C:5]([C:11]2[C:20]3[C:19](=[C:18]([CH2:17][O:16][CH3:15])[CH:23]=[CH:22][CH:21]=3)[NH:24][C:12]=2[CH3:13])[N:4]=1, predict the reactants needed to synthesize it. The reactants are: [CH3:1][O:2][C:3]1[CH:8]=[C:7]([O:9][CH3:10])[N:6]=[C:5]([CH2:11][C:12](=O)[CH3:13])[N:4]=1.[CH3:15][O:16][CH2:17][C:18]1[CH:23]=[CH:22][CH:21]=[CH:20][C:19]=1[NH:24]N.C1(C)C=CC=CC=1.O. (4) Given the product [NH2:1][CH:2]([C:4]1[CH:5]=[C:6]([C:20]2[N:25]=[C:24]([CH3:26])[N:23]=[C:22]([NH2:27])[N:21]=2)[C:7]([NH:10][C:11]2[CH:12]=[N:13][C:14]([O:18][CH3:19])=[C:15]([F:17])[CH:16]=2)=[N:8][CH:9]=1)[CH3:3], predict the reactants needed to synthesize it. The reactants are: [NH2:1][CH:2]([C:4]1[CH:5]=[C:6]([C:20]2[N:25]=[C:24]([CH3:26])[N:23]=[C:22]([N:27](CC3C=CC(OC)=CC=3)CC3C=CC(OC)=CC=3)[N:21]=2)[C:7]([NH:10][C:11]2[CH:12]=[N:13][C:14]([O:18][CH3:19])=[C:15]([F:17])[CH:16]=2)=[N:8][CH:9]=1)[CH3:3].S(O)(C(F)(F)F)(=O)=O.FC(C(O)=O)(F)F.[OH-].[Na+].